Regression. Given a peptide amino acid sequence and an MHC pseudo amino acid sequence, predict their binding affinity value. This is MHC class II binding data. From a dataset of Peptide-MHC class II binding affinity with 134,281 pairs from IEDB. (1) The peptide sequence is QYAKEIWGITANPVP. The MHC is DRB1_0301 with pseudo-sequence DRB1_0301. The binding affinity (normalized) is 0.199. (2) The peptide sequence is FGTMPSLTLACLTKQ. The MHC is DRB1_0701 with pseudo-sequence DRB1_0701. The binding affinity (normalized) is 0.591. (3) The peptide sequence is ERSLWIIFSKNLNIK. The MHC is DRB3_0101 with pseudo-sequence DRB3_0101. The binding affinity (normalized) is 0.343. (4) The peptide sequence is APEVKKTVFETALKK. The MHC is HLA-DQA10501-DQB10301 with pseudo-sequence HLA-DQA10501-DQB10301. The binding affinity (normalized) is 0.103. (5) The peptide sequence is APTGMFVAAAKYMVI. The MHC is HLA-DPA10301-DPB10402 with pseudo-sequence HLA-DPA10301-DPB10402. The binding affinity (normalized) is 0.363. (6) The peptide sequence is EKKYFAATWFEPLAA. The MHC is HLA-DQA10401-DQB10402 with pseudo-sequence HLA-DQA10401-DQB10402. The binding affinity (normalized) is 0.535. (7) The peptide sequence is RNTQIFKTNTQTDR. The MHC is DRB1_0701 with pseudo-sequence DRB1_0701. The binding affinity (normalized) is 0.512. (8) The peptide sequence is GELQIVDKIDAAFKG. The MHC is DRB1_0404 with pseudo-sequence DRB1_0404. The binding affinity (normalized) is 0.610.